Dataset: Forward reaction prediction with 1.9M reactions from USPTO patents (1976-2016). Task: Predict the product of the given reaction. (1) Given the reactants Cl[C:2]1[N:11]=[CH:10][C:9]2[N:8]([C:12]3[CH:13]=[N+:14]([O-:18])[CH:15]=[CH:16][CH:17]=3)[C:7](=[O:19])[C@@H:6]([CH3:20])[N:5]([CH:21]3[CH2:26][CH2:25][CH2:24][CH2:23][CH2:22]3)[C:4]=2[N:3]=1.[F:27][C:28]1[CH:29]=[C:30]([NH2:37])[CH:31]=[C:32]2[C:36]=1[NH:35][N:34]=[CH:33]2.C(O)C(F)(F)F.FC(F)(F)C(O)=O, predict the reaction product. The product is: [CH:21]1([N:5]2[C:4]3[N:3]=[C:2]([NH:37][C:30]4[CH:31]=[C:32]5[C:36](=[C:28]([F:27])[CH:29]=4)[NH:35][N:34]=[CH:33]5)[N:11]=[CH:10][C:9]=3[N:8]([C:12]3[CH:13]=[N+:14]([O-:18])[CH:15]=[CH:16][CH:17]=3)[C:7](=[O:19])[C@H:6]2[CH3:20])[CH2:26][CH2:25][CH2:24][CH2:23][CH2:22]1. (2) Given the reactants [CH2:1]1[C:10]2[C:5](=[CH:6][C:7]([CH2:11][NH2:12])=[CH:8][CH:9]=2)[CH2:4][CH2:3][NH:2]1.CCN(C(C)C)C(C)C.Cl[C:23]1[C:24]2[C:25](=[N:29][N:30]([CH2:32][C:33]3[CH:38]=[CH:37][C:36]([CH2:39][N:40]4[CH:44]=[CH:43][CH:42]=[N:41]4)=[CH:35][CH:34]=3)[CH:31]=2)[N:26]=[CH:27][N:28]=1, predict the reaction product. The product is: [N:40]1([CH2:39][C:36]2[CH:37]=[CH:38][C:33]([CH2:32][N:30]3[CH:31]=[C:24]4[C:25]([N:26]=[CH:27][N:28]=[C:23]4[NH:12][CH2:11][C:7]4[CH:6]=[C:5]5[C:10](=[CH:9][CH:8]=4)[CH2:1][NH:2][CH2:3][CH2:4]5)=[N:29]3)=[CH:34][CH:35]=2)[CH:44]=[CH:43][CH:42]=[N:41]1. (3) Given the reactants [C:1]([C:3]1[CH:4]=[CH:5][C:6]([NH:9][C:10]([C:12]2[C:13]([C:18]([OH:20])=O)=[N:14][CH:15]=[CH:16][N:17]=2)=[O:11])=[N:7][CH:8]=1)#[N:2].[Si:21]([O:28][CH2:29][CH2:30][NH:31][C:32]1[CH:37]=[CH:36][C:35]([NH2:38])=[CH:34][CH:33]=1)([C:24]([CH3:27])([CH3:26])[CH3:25])([CH3:23])[CH3:22], predict the reaction product. The product is: [Si:21]([O:28][CH2:29][CH2:30][NH:31][C:32]1[CH:33]=[CH:34][C:35]([NH:38][C:18]([C:13]2[C:12]([C:10]([NH:9][C:6]3[CH:5]=[CH:4][C:3]([C:1]#[N:2])=[CH:8][N:7]=3)=[O:11])=[N:17][CH:16]=[CH:15][N:14]=2)=[O:20])=[CH:36][CH:37]=1)([C:24]([CH3:27])([CH3:26])[CH3:25])([CH3:23])[CH3:22]. (4) Given the reactants C(OC([NH:11][C:12]1[CH:30]=[CH:29][C:15]2[C:16]3[C:24]([O:25][CH:26]([F:28])[F:27])=[CH:23][CH:22]=[CH:21][C:17]=3[O:18][CH:19]([OH:20])[C:14]=2[C:13]=1Br)=O)C1C=CC=CC=1, predict the reaction product. The product is: [NH2:11][C:12]1[CH:30]=[CH:29][C:15]2[C:16]3[C:24]([O:25][CH:26]([F:28])[F:27])=[CH:23][CH:22]=[CH:21][C:17]=3[O:18][CH:19]([OH:20])[C:14]=2[CH:13]=1. (5) Given the reactants [CH3:1][C:2]([CH3:30])([CH3:29])[CH2:3][C:4]([O:6][CH2:7][C:8]1[C:9]([N:14]2[CH2:18][CH2:17][C@@H:16]([N:19](C(OC(C)(C)C)=O)[CH2:20][CH3:21])[CH2:15]2)=[N:10][CH:11]=[CH:12][CH:13]=1)=[O:5].FC(F)(F)C(O)=O, predict the reaction product. The product is: [CH3:1][C:2]([CH3:29])([CH3:30])[CH2:3][C:4]([O:6][CH2:7][C:8]1[C:9]([N:14]2[CH2:18][CH2:17][C@@H:16]([NH:19][CH2:20][CH3:21])[CH2:15]2)=[N:10][CH:11]=[CH:12][CH:13]=1)=[O:5].